From a dataset of Forward reaction prediction with 1.9M reactions from USPTO patents (1976-2016). Predict the product of the given reaction. Given the reactants [CH3:1][O:2][C:3]1[CH:4]=[C:5]2[C:10](=[CH:11][C:12]=1[O:13][CH3:14])[N:9]=[CH:8][CH:7]=[C:6]2[O:15][C:16]1[CH:22]=[CH:21][C:19]([NH2:20])=[CH:18][CH:17]=1.Cl[C:24](Cl)([O:26][C:27](=[O:33])OC(Cl)(Cl)Cl)Cl.[C:35]([C:39]1[CH:44]=[CH:43]C(O)=[CH:41][CH:40]=1)([CH3:38])([CH3:37])[CH3:36].C(=O)(O)[O-].[Na+], predict the reaction product. The product is: [CH3:1][O:2][C:3]1[CH:4]=[C:5]2[C:10](=[CH:11][C:12]=1[O:13][CH3:14])[N:9]=[CH:8][CH:7]=[C:6]2[O:15][C:16]1[CH:22]=[CH:21][C:19]([NH:20][C:27](=[O:33])[O:26][C:24]2[CH:43]=[CH:44][C:39]([C:35]([CH3:38])([CH3:37])[CH3:36])=[CH:40][CH:41]=2)=[CH:18][CH:17]=1.